This data is from Full USPTO retrosynthesis dataset with 1.9M reactions from patents (1976-2016). The task is: Predict the reactants needed to synthesize the given product. Given the product [CH2:23]([O:22][C@@H:5]([CH2:6][C:7]1[CH:8]=[CH:9][C:10]([O:13][CH2:14][C:15]2[S:16][C:17]([C:32]3[CH:31]=[CH:30][C:29]([O:28][C:27]([F:26])([F:38])[F:39])=[CH:34][CH:33]=3)=[CH:18][C:19]=2[CH3:20])=[CH:11][CH:12]=1)[C:4]([OH:3])=[O:25])[CH3:24], predict the reactants needed to synthesize it. The reactants are: C([O:3][C:4](=[O:25])[C@@H:5]([O:22][CH2:23][CH3:24])[CH2:6][C:7]1[CH:12]=[CH:11][C:10]([O:13][CH2:14][C:15]2[S:16][C:17](Br)=[CH:18][C:19]=2[CH3:20])=[CH:9][CH:8]=1)C.[F:26][C:27]([F:39])([F:38])[O:28][C:29]1[CH:34]=[CH:33][C:32](B(O)O)=[CH:31][CH:30]=1.